From a dataset of Peptide-MHC class I binding affinity with 185,985 pairs from IEDB/IMGT. Regression. Given a peptide amino acid sequence and an MHC pseudo amino acid sequence, predict their binding affinity value. This is MHC class I binding data. The peptide sequence is AKAIITPIV. The binding affinity (normalized) is 0. The MHC is HLA-A02:01 with pseudo-sequence HLA-A02:01.